Task: Predict the reactants needed to synthesize the given product.. Dataset: Full USPTO retrosynthesis dataset with 1.9M reactions from patents (1976-2016) (1) The reactants are: [F:1][C:2]1[C:7]([S:8]([CH3:11])(=[O:10])=[O:9])=[CH:6][CH:5]=[CH:4][C:3]=1[N:12]1[CH2:17][CH2:16][NH:15][CH2:14][CH2:13]1.C(=O)([O-])[O-].[K+].[K+].I[CH2:25][CH2:26][CH3:27].Cl. Given the product [F:1][C:2]1[C:7]([S:8]([CH3:11])(=[O:9])=[O:10])=[CH:6][CH:5]=[CH:4][C:3]=1[N:12]1[CH2:17][CH2:16][N:15]([CH2:25][CH2:26][CH3:27])[CH2:14][CH2:13]1, predict the reactants needed to synthesize it. (2) Given the product [CH:2]1[CH:3]=[C:4]2[C:5]([C:6]([CH:7]=[CH:8][C:11]2=[O:13])=[O:14])=[CH:10][CH:1]=1, predict the reactants needed to synthesize it. The reactants are: [CH:1]1[C:10]2[C:5](=[CH:6][CH:7]=[CH:8]C=2)[CH:4]=[CH:3][CH:2]=1.[C:11](=[O:13])=O.[OH2:14]. (3) Given the product [Cl:1][C:2]1[C:3]2[C:10]([I:11])=[CH:9][N:8]([CH2:19][O:18][CH2:17][CH2:16][Si:15]([CH3:22])([CH3:21])[CH3:14])[C:4]=2[N:5]=[CH:6][N:7]=1, predict the reactants needed to synthesize it. The reactants are: [Cl:1][C:2]1[C:3]2[C:10]([I:11])=[CH:9][NH:8][C:4]=2[N:5]=[CH:6][N:7]=1.[H-].[Na+].[CH3:14][Si:15]([CH3:22])([CH3:21])[CH2:16][CH2:17][O:18][CH2:19]Cl.O. (4) Given the product [CH2:1]([NH:8][N:9]1[C:21]2[C:20]3[CH:19]=[CH:18][CH:17]=[CH:16][C:15]=3[N+:14]([O-:34])=[CH:13][C:12]=2[N:11]=[C:10]1[CH2:22][CH2:23][CH2:24][CH3:25])[C:2]1[CH:7]=[CH:6][CH:5]=[CH:4][CH:3]=1, predict the reactants needed to synthesize it. The reactants are: [CH2:1]([NH:8][N:9]1[C:21]2[C:20]3[CH:19]=[CH:18][CH:17]=[CH:16][C:15]=3[N:14]=[CH:13][C:12]=2[N:11]=[C:10]1[CH2:22][CH2:23][CH2:24][CH3:25])[C:2]1[CH:7]=[CH:6][CH:5]=[CH:4][CH:3]=1.C1C=C(Cl)C=C(C(OO)=[O:34])C=1. (5) Given the product [OH:15][C:14]1[C:5]([C:3]([OH:4])=[O:2])=[CH:6][CH:7]=[C:8]2[C:13]=1[C:12](=[O:16])[O:11][CH:10]([CH3:17])[CH2:9]2, predict the reactants needed to synthesize it. The reactants are: C[O:2][C:3]([C:5]1[C:14]([OH:15])=[C:13]2[C:8]([CH2:9][CH:10]([CH3:17])[O:11][C:12]2=[O:16])=[CH:7][CH:6]=1)=[O:4].[OH-].[Na+].